Dataset: hERG Central: cardiac toxicity at 1µM, 10µM, and general inhibition. Task: Predict hERG channel inhibition at various concentrations. (1) The molecule is Cc1ccccc1CN1CCN(C(=O)c2cc(-c3ccncc3)nc3ccccc23)CC1. Results: hERG_inhib (hERG inhibition (general)): blocker. (2) The drug is CN(CC1CCCN(CCc2ccc(Cl)cc2)C1)C(=O)CC(F)(F)F. Results: hERG_inhib (hERG inhibition (general)): blocker. (3) The molecule is Cc1cc2nc(C3CCN(CC4COc5ccccc5O4)CC3)[nH]c2cc1C. Results: hERG_inhib (hERG inhibition (general)): blocker. (4) The molecule is COC(=O)c1c(NC(=O)CSc2nnc(-c3cccnc3)n2Cc2ccco2)sc(C)c1C. Results: hERG_inhib (hERG inhibition (general)): blocker.